This data is from Reaction yield outcomes from USPTO patents with 853,638 reactions. The task is: Predict the reaction yield, written as a fraction of the theoretical maximum amount of product (1.0 means a 100% yield; for example, 0.34 means a 34% yield). (1) The reactants are F[C:2]1[N:10]=[CH:9][CH:8]=[CH:7][C:3]=1[C:4]([OH:6])=O.[CH:11]1([OH:16])[CH2:15][CH2:14][CH2:13][CH2:12]1.C[Si]([N-][Si](C)(C)C)(C)C.[K+].[CH2:27]([NH2:35])[CH2:28][C:29]1[CH:34]=[CH:33][CH:32]=[CH:31][CH:30]=1.F[P-](F)(F)(F)(F)F.N1(OC(N(C)C)=[N+](C)C)C2N=CC=CC=2N=N1. The catalyst is CN(C)C=O. The product is [CH:11]1([O:16][C:2]2[N:10]=[CH:9][CH:8]=[CH:7][C:3]=2[C:4]([NH:35][CH2:27][CH2:28][C:29]2[CH:34]=[CH:33][CH:32]=[CH:31][CH:30]=2)=[O:6])[CH2:15][CH2:14][CH2:13][CH2:12]1. The yield is 0.0160. (2) The reactants are [NH2:1][C:2]1[S:3][CH:4]=[C:5]([C:7]2[C:8](=[O:18])[O:9][C:10]3[C:15]([CH:16]=2)=[CH:14][CH:13]=[CH:12][C:11]=3[Cl:17])[N:6]=1.Cl.Br[C:21]1[CH:26]=[CH:25][N:24]=[CH:23][C:22]=1[O:27][CH3:28].C([O-])([O-])=O.[Cs+].[Cs+]. The catalyst is C1C=CC(/C=C/C(/C=C/C2C=CC=CC=2)=O)=CC=1.C1C=CC(/C=C/C(/C=C/C2C=CC=CC=2)=O)=CC=1.C1C=CC(/C=C/C(/C=C/C2C=CC=CC=2)=O)=CC=1.[Pd].[Pd].O1CCOCC1. The product is [Cl:17][C:11]1[CH:12]=[CH:13][CH:14]=[C:15]2[C:10]=1[O:9][C:8](=[O:18])[C:7]([C:5]1[N:6]=[C:2]([NH:1][C:21]3[CH:26]=[CH:25][N:24]=[CH:23][C:22]=3[O:27][CH3:28])[S:3][CH:4]=1)=[CH:16]2. The yield is 0.330. (3) The reactants are [NH2:1][C:2]1[CH:3]=[C:4]([CH3:18])[C:5]([N:8]2[CH2:13][CH2:12][CH:11]([C:14]([O:16][CH3:17])=[O:15])[CH2:10][CH2:9]2)=[N:6][CH:7]=1.Cl[C:20](=[O:25])[C:21]([O:23][CH3:24])=[O:22].N1C=CC=CC=1. The catalyst is C(Cl)Cl. The product is [CH3:24][O:23][C:21](=[O:22])[C:20]([NH:1][C:2]1[CH:3]=[C:4]([CH3:18])[C:5]([N:8]2[CH2:13][CH2:12][CH:11]([C:14]([O:16][CH3:17])=[O:15])[CH2:10][CH2:9]2)=[N:6][CH:7]=1)=[O:25]. The yield is 0.700. (4) The reactants are [CH3:1][O:2][C:3]1[CH:8]=[CH:7][CH:6]=[CH:5][C:4]=1[CH:9]1[CH2:14][CH2:13][NH:12][CH2:11][CH2:10]1.Cl[CH2:16][C:17]1[NH:18][C:19]2[CH:25]=[CH:24][CH:23]=[CH:22][C:20]=2[N:21]=1.C([O-])([O-])=O.[Cs+].[Cs+].O. The catalyst is CN(C=O)C. The product is [CH3:1][O:2][C:3]1[CH:8]=[CH:7][CH:6]=[CH:5][C:4]=1[CH:9]1[CH2:14][CH2:13][N:12]([CH2:16][C:17]2[NH:21][C:20]3[CH:22]=[CH:23][CH:24]=[CH:25][C:19]=3[N:18]=2)[CH2:11][CH2:10]1. The yield is 0.250. (5) The catalyst is CN(C)C(=O)C. The reactants are Cl[C:2]1[CH:3]=[CH:4][C:5]([N+:9]([O-:11])=[O:10])=[C:6]([CH:8]=1)[NH2:7].[NH:12]1[CH2:17][CH2:16][O:15][CH2:14][CH2:13]1.C(=O)([O-])[O-].[K+].[K+]. The product is [O:15]1[CH2:16][CH2:17][N:12]([C:2]2[CH:3]=[CH:4][C:5]([N+:9]([O-:11])=[O:10])=[C:6]([CH:8]=2)[NH2:7])[CH2:13][CH2:14]1. The yield is 0.580.